From a dataset of Forward reaction prediction with 1.9M reactions from USPTO patents (1976-2016). Predict the product of the given reaction. (1) Given the reactants C[O:2][C:3](=O)[NH:4][CH2:5][C:6]([C:9]1[CH:14]=[CH:13][CH:12]=[C:11]([Cl:15])[CH:10]=1)([CH3:8])[CH3:7].N, predict the reaction product. The product is: [Cl:15][C:11]1[CH:10]=[C:9]2[C:14](=[CH:13][CH:12]=1)[C:3](=[O:2])[NH:4][CH2:5][C:6]2([CH3:8])[CH3:7]. (2) Given the reactants [Br:1][C:2]1[N:7]=[CH:6][C:5]([CH:8]=[O:9])=[CH:4][CH:3]=1.[CH2:10](O)[CH2:11][OH:12].O.C1(C)C=CC(S(O)(=O)=O)=CC=1.C(=O)([O-])O.[Na+], predict the reaction product. The product is: [Br:1][C:2]1[CH:3]=[CH:4][C:5]([CH:8]2[O:12][CH2:11][CH2:10][O:9]2)=[CH:6][N:7]=1. (3) Given the reactants [N+:1]([CH2:4][CH2:5][C:6](Cl)=[O:7])([O-:3])=[O:2].[Cl:9][C:10]1[CH:15]=[CH:14][CH:13]=[CH:12][C:11]=1[Cl:16].[Cl-].[Al+3].[Cl-].[Cl-], predict the reaction product. The product is: [Cl:9][C:10]1[CH:15]=[C:14]([C:6](=[O:7])[CH2:5][CH2:4][N+:1]([O-:3])=[O:2])[CH:13]=[CH:12][C:11]=1[Cl:16]. (4) Given the reactants [C:1]1([C@H:7]2[C@@H:11]([C:12]3[CH:17]=[CH:16][CH:15]=[CH:14][CH:13]=3)[NH:10][C:9](=[S:18])[NH:8]2)[CH:6]=[CH:5][CH:4]=[CH:3][CH:2]=1.[CH3:19][C:20]1[CH:27]=[CH:26][CH:25]=[CH:24][C:21]=1[CH2:22][Cl:23], predict the reaction product. The product is: [ClH:23].[CH3:19][C:20]1[CH:27]=[CH:26][CH:25]=[CH:24][C:21]=1[CH2:22][S:18][C:9]1[NH:8][C@H:7]([C:1]2[CH:2]=[CH:3][CH:4]=[CH:5][CH:6]=2)[C@H:11]([C:12]2[CH:13]=[CH:14][CH:15]=[CH:16][CH:17]=2)[N:10]=1. (5) Given the reactants [F:1][C:2]1[C:12]2[C:11](=O)[CH:10]([C:14]([C:16]3[O:20][N:19]=[CH:18][CH:17]=3)=O)[CH2:9][CH2:8][CH2:7][C:6]=2[CH:5]=[C:4]([N:21]2[CH2:25][C@H:24]([CH2:26][NH:27][C:28](=[O:30])[CH3:29])[O:23][C:22]2=[O:31])[CH:3]=1.O.[NH2:33][NH2:34], predict the reaction product. The product is: [F:1][C:2]1[C:12]2[C:11]3[NH:33][N:34]=[C:14]([C:16]4[O:20][N:19]=[CH:18][CH:17]=4)[C:10]=3[CH2:9][CH2:8][CH2:7][C:6]=2[CH:5]=[C:4]([N:21]2[CH2:25][C@H:24]([CH2:26][NH:27][C:28](=[O:30])[CH3:29])[O:23][C:22]2=[O:31])[CH:3]=1. (6) Given the reactants [CH3:1][C:2]1[C:10]2[N:9]=[C:8]([C:11]3[CH:16]=[CH:15][CH:14]=[CH:13][C:12]=3[N+]([O-])=O)[N:7]([CH2:20][CH:21]([OH:23])[CH3:22])[C:6]=2[CH:5]=[CH:4][CH:3]=1.[H-].[Na+], predict the reaction product. The product is: [CH3:22][CH:21]1[CH2:20][N:7]2[C:8](=[N:9][C:10]3[C:2]([CH3:1])=[CH:3][CH:4]=[CH:5][C:6]=32)[C:11]2[CH:16]=[CH:15][CH:14]=[CH:13][C:12]=2[O:23]1.